From a dataset of Reaction yield outcomes from USPTO patents with 853,638 reactions. Predict the reaction yield, written as a fraction of the theoretical maximum amount of product (1.0 means a 100% yield; for example, 0.34 means a 34% yield). (1) The reactants are [F:1][C:2]1[CH:3]=[C:4]([C:8]2[S:9][C:10]([N:13]([CH3:21])[C:14]([NH:16][CH2:17][CH2:18][S:19][CH3:20])=[O:15])=[CH:11][N:12]=2)[CH:5]=[N:6][CH:7]=1.[H-].[Na+].I[CH3:25]. The catalyst is CN(C=O)C. The product is [F:1][C:2]1[CH:3]=[C:4]([C:8]2[S:9][C:10]([N:13]([CH3:21])[C:14]([N:16]([CH3:25])[CH2:17][CH2:18][S:19][CH3:20])=[O:15])=[CH:11][N:12]=2)[CH:5]=[N:6][CH:7]=1. The yield is 0.610. (2) The reactants are [CH3:1][O:2][CH:3]([C:6]1[CH:7]=[C:8]2[C:13](=[CH:14][C:15]=1[C:16]([F:19])([F:18])[F:17])[NH:12][C:11](=[O:20])[N:10]([NH:21][S:22]([CH3:25])(=[O:24])=[O:23])[C:9]2=[O:26])[CH2:4][CH3:5].[H-].[Na+].[CH3:29][O:30][CH2:31][CH2:32][O:33][C:34](Cl)=[O:35].CCCCCC.CCOC(C)=O. The catalyst is CN(C=O)C. The product is [CH3:29][O:30][CH2:31][CH2:32][O:33][C:34](=[O:35])[N:21]([S:22]([CH3:25])(=[O:23])=[O:24])[N:10]1[C:9](=[O:26])[C:8]2[C:13](=[CH:14][C:15]([C:16]([F:18])([F:17])[F:19])=[C:6]([CH:3]([O:2][CH3:1])[CH2:4][CH3:5])[CH:7]=2)[NH:12][C:11]1=[O:20]. The yield is 0.360.